This data is from Forward reaction prediction with 1.9M reactions from USPTO patents (1976-2016). The task is: Predict the product of the given reaction. (1) The product is: [CH2:37]([C:38]1[O:1][N:2]=[C:3]([C:5]2[N:6]=[N:7][C:8]([N:11]3[CH2:12][CH2:13][N:14]([C:17]([C:18]4[CH:23]=[CH:22][CH:21]=[CH:20][C:19]=4[C:24]([F:27])([F:26])[F:25])=[O:28])[CH2:15][CH2:16]3)=[CH:9][CH:10]=2)[N:4]=1)[CH3:36]. Given the reactants [OH:1][NH:2][C:3]([C:5]1[N:6]=[N:7][C:8]([N:11]2[CH2:16][CH2:15][N:14]([C:17](=[O:28])[C:18]3[CH:23]=[CH:22][CH:21]=[CH:20][C:19]=3[C:24]([F:27])([F:26])[F:25])[CH2:13][CH2:12]2)=[CH:9][CH:10]=1)=[NH:4].C(N(CC)CC)C.[C:36](Cl)(=O)[CH2:37][CH3:38], predict the reaction product. (2) The product is: [Br:9][C:5]1[NH:4][C:3](=[N:15][C:14]2[C:16]([CH:20]([CH3:21])[CH3:22])=[CH:17][CH:18]=[CH:19][C:13]=2[CH:10]([CH3:12])[CH3:11])[CH:8]=[CH:7][CH:6]=1. Given the reactants C([C:3]1[CH:8]=[CH:7][CH:6]=[C:5]([Br:9])[N:4]=1)=O.[CH:10]([C:13]1[CH:19]=[CH:18][CH:17]=[C:16]([CH:20]([CH3:22])[CH3:21])[C:14]=1[NH2:15])([CH3:12])[CH3:11].CC1C=CC(S(O)(=O)=O)=CC=1, predict the reaction product.